The task is: Regression. Given a peptide amino acid sequence and an MHC pseudo amino acid sequence, predict their binding affinity value. This is MHC class I binding data.. This data is from Peptide-MHC class I binding affinity with 185,985 pairs from IEDB/IMGT. The peptide sequence is YLVCGERGFFY. The MHC is HLA-A02:01 with pseudo-sequence HLA-A02:01. The binding affinity (normalized) is 0.163.